This data is from Full USPTO retrosynthesis dataset with 1.9M reactions from patents (1976-2016). The task is: Predict the reactants needed to synthesize the given product. (1) Given the product [NH:14]1[C:15]2[C:11](=[CH:10][C:9]([NH:8][C:6]3[C:5]([CH3:18])=[CH:4][N:3]=[C:2]([C:30]4[CH:31]=[C:26]([CH:27]=[C:28]([F:41])[CH:29]=4)[O:25][CH2:24][C:23]([NH:22][CH:19]4[CH2:21][CH2:20]4)=[O:42])[N:7]=3)=[CH:17][CH:16]=2)[CH:12]=[N:13]1, predict the reactants needed to synthesize it. The reactants are: Cl[C:2]1[N:7]=[C:6]([NH:8][C:9]2[CH:10]=[C:11]3[C:15](=[CH:16][CH:17]=2)[NH:14][N:13]=[CH:12]3)[C:5]([CH3:18])=[CH:4][N:3]=1.[CH:19]1([NH:22][C:23](=[O:42])[CH2:24][O:25][C:26]2[CH:31]=[C:30](B3OC(C)(C)C(C)(C)O3)[CH:29]=[C:28]([F:41])[CH:27]=2)[CH2:21][CH2:20]1.[F-].[Cs+]. (2) The reactants are: [F:1][C:2]1[CH:18]=[CH:17][CH:16]=[C:15]([F:19])[C:3]=1[C:4]([NH:6][C:7]1[C:8]([C:12]([OH:14])=O)=[N:9][NH:10][CH:11]=1)=[O:5].C(Cl)CCl.[CH:24]1[CH:25]=[CH:26][C:27]2[N:32](O)N=N[C:28]=2[CH:29]=1.[CH3:34][CH2:35][O:36][C:37](C)=[O:38]. Given the product [CH2:35]([O:36][C:37]([CH:24]1[CH2:29][CH2:28][CH:27]([NH:32][C:12]([C:8]2[C:7]([NH:6][C:4](=[O:5])[C:3]3[C:15]([F:19])=[CH:16][CH:17]=[CH:18][C:2]=3[F:1])=[CH:11][NH:10][N:9]=2)=[O:14])[CH2:26][CH2:25]1)=[O:38])[CH3:34], predict the reactants needed to synthesize it. (3) The reactants are: S(Cl)(C)(=O)=O.[I:6][C:7]1[C:14]([I:15])=[CH:13][C:12]([I:16])=[CH:11][C:8]=1[CH2:9]O.C(N(C(C)C)CC)(C)C.[Cl-:26].[Li+]. Given the product [I:6][C:7]1[C:14]([I:15])=[CH:13][C:12]([I:16])=[CH:11][C:8]=1[CH2:9][Cl:26], predict the reactants needed to synthesize it. (4) Given the product [OH:14][CH2:13][C@H:9]1[CH2:10][C@H:11]2[C@H:7]([CH2:12]2)[N:8]1[C:18]([O:20][C:21]([CH3:24])([CH3:23])[CH3:22])=[O:19], predict the reactants needed to synthesize it. The reactants are: [H-].[Al+3].[Li+].[H-].[H-].[H-].[C@H:7]12[CH2:12][C@H:11]1[CH2:10][C@H:9]([C:13](OCC)=[O:14])[N:8]2[C:18]([O:20][C:21]([CH3:24])([CH3:23])[CH3:22])=[O:19].O.O.O.O.O.O.O.O.O.O.C(=O)([O-])[O-].[Na+].[Na+]. (5) The reactants are: C1(O)C=CC=CC=1.[O:8]1[CH2:13][CH2:12][CH2:11][O:10][CH:9]1[C:14]1[CH:15]=[CH:16][C:17]([N+:21]([O-:23])=[O:22])=[C:18]([OH:20])[CH:19]=1.[N+](C1C=CC(C=O)=CC=1O)([O-])=O.C(=O)([O-])[O-].[K+].[K+].Br[CH2:43][C:44]([O:46][CH2:47][CH3:48])=[O:45]. Given the product [CH2:47]([O:46][C:44](=[O:45])[CH2:43][O:20][C:18]1[CH:19]=[C:14]([CH:9]2[O:10][CH2:11][CH2:12][CH2:13][O:8]2)[CH:15]=[CH:16][C:17]=1[N+:21]([O-:23])=[O:22])[CH3:48], predict the reactants needed to synthesize it. (6) Given the product [CH3:31][O:30][CH:27]1[CH2:26][CH2:25][N:24]([CH2:23][C:18]2[CH:19]=[C:20]3[C:15](=[CH:16][CH:17]=2)[CH2:14][C@@H:13]([N:7]2[CH2:6][CH2:5][C:4]4[C:9](=[CH:10][CH:11]=[C:2]([O:1][CH2:37][C@@H:33]5[CH2:34][CH2:35][CH2:36][O:32]5)[CH:3]=4)[C:8]2=[O:12])[CH2:22][CH2:21]3)[CH2:29][CH2:28]1, predict the reactants needed to synthesize it. The reactants are: [OH:1][C:2]1[CH:3]=[C:4]2[C:9](=[CH:10][CH:11]=1)[C:8](=[O:12])[N:7]([C@H:13]1[CH2:22][CH2:21][C:20]3[C:15](=[CH:16][CH:17]=[C:18]([CH2:23][N:24]4[CH2:29][CH2:28][CH:27]([O:30][CH3:31])[CH2:26][CH2:25]4)[CH:19]=3)[CH2:14]1)[CH2:6][CH2:5]2.[O:32]1[CH2:36][CH2:35][CH2:34][C@H:33]1[CH2:37]OS(C)(=O)=O. (7) Given the product [NH:32]1[C:40]2[C:35](=[CH:36][C:37]([C:2]3[C:7]([CH:8]([CH2:13][CH2:14][CH3:15])[C:9]([O:11][CH3:12])=[O:10])=[C:6]([CH3:16])[N:5]=[C:4]([C:17]4[CH:22]=[CH:21][CH:20]=[CH:19][CH:18]=4)[N:3]=3)=[CH:38][CH:39]=2)[CH:34]=[CH:33]1, predict the reactants needed to synthesize it. The reactants are: Cl[C:2]1[C:7]([CH:8]([CH2:13][CH2:14][CH3:15])[C:9]([O:11][CH3:12])=[O:10])=[C:6]([CH3:16])[N:5]=[C:4]([C:17]2[CH:22]=[CH:21][CH:20]=[CH:19][CH:18]=2)[N:3]=1.C(N(CC)C(C)C)(C)C.[NH:32]1[C:40]2[C:35](=[CH:36][C:37](B(O)O)=[CH:38][CH:39]=2)[CH:34]=[CH:33]1.